This data is from Forward reaction prediction with 1.9M reactions from USPTO patents (1976-2016). The task is: Predict the product of the given reaction. (1) Given the reactants Br[C:2]1[N:6]([CH2:7][O:8][CH2:9][CH2:10][Si:11]([CH3:14])([CH3:13])[CH3:12])[C:5]([N:15]2[CH2:20][CH2:19][N:18]([C:21]3[C:26]([C:27]([F:30])([F:29])[F:28])=[CH:25][CH:24]=[CH:23][N:22]=3)[CH2:17][CH2:16]2)=[N:4][C:3]=1[C:31]([O:33][CH3:34])=[O:32].[F:35][C:36]([F:47])([F:46])[C:37]1[CH:42]=[CH:41][C:40](B(O)O)=[CH:39][CH:38]=1.C([O-])([O-])=O.[Na+].[Na+], predict the reaction product. The product is: [F:35][C:36]([F:47])([F:46])[C:37]1[CH:42]=[CH:41][C:40]([C:2]2[N:6]([CH2:7][O:8][CH2:9][CH2:10][Si:11]([CH3:14])([CH3:13])[CH3:12])[C:5]([N:15]3[CH2:16][CH2:17][N:18]([C:21]4[C:26]([C:27]([F:29])([F:30])[F:28])=[CH:25][CH:24]=[CH:23][N:22]=4)[CH2:19][CH2:20]3)=[N:4][C:3]=2[C:31]([O:33][CH3:34])=[O:32])=[CH:39][CH:38]=1. (2) The product is: [OH:4][C:5]1[CH:10]=[CH:9][C:8]([C:11]2[CH:12]([CH:25]([CH3:27])[CH3:26])[O:13][C:14]3[C:19]([CH:20]=2)=[CH:18][CH:17]=[C:16]([OH:21])[CH:15]=3)=[CH:7][CH:6]=1. Given the reactants C([O:4][C:5]1[CH:10]=[CH:9][C:8]([C:11]2[CH:12]([CH:25]([CH3:27])[CH3:26])[O:13][C:14]3[C:19]([CH:20]=2)=[CH:18][CH:17]=[C:16]([O:21]C(=O)C)[CH:15]=3)=[CH:7][CH:6]=1)(=O)C.C(O)(=O)C.O, predict the reaction product. (3) Given the reactants O[CH2:2][C:3]#[C:4][C:5]1[CH:6]=[C:7]([CH2:11][CH:12]([O:18][CH:19]([CH3:21])[CH3:20])[C:13]([O:15][CH2:16][CH3:17])=[O:14])[CH:8]=[CH:9][CH:10]=1.P(Br)(Br)[Br:23], predict the reaction product. The product is: [Br:23][CH2:2][C:3]#[C:4][C:5]1[CH:6]=[C:7]([CH2:11][CH:12]([O:18][CH:19]([CH3:21])[CH3:20])[C:13]([O:15][CH2:16][CH3:17])=[O:14])[CH:8]=[CH:9][CH:10]=1.